Dataset: Catalyst prediction with 721,799 reactions and 888 catalyst types from USPTO. Task: Predict which catalyst facilitates the given reaction. Reactant: C(OC(=O)[NH:10][CH2:11][CH2:12][CH2:13][CH2:14][C@H:15]([NH:27][C:28](=[O:39])[C:29]1[CH:34]=[CH:33][CH:32]=[CH:31][C:30]=1[C:35]([F:38])([F:37])[F:36])[C:16]([C:18]1[S:19][C:20]2[CH:26]=[CH:25][CH:24]=[CH:23][C:21]=2[N:22]=1)=[O:17])C1C=CC=CC=1.Br.CC(O)=[O:44].[OH2:46]. Product: [F:36][C:35]([F:38])([F:37])[C:30]([OH:44])=[O:46].[NH2:10][CH2:11][CH2:12][CH2:13][CH2:14][C@H:15]([NH:27][C:28](=[O:39])[C:29]1[CH:34]=[CH:33][CH:32]=[CH:31][C:30]=1[C:35]([F:38])([F:36])[F:37])[C:16]([C:18]1[S:19][C:20]2[CH:26]=[CH:25][CH:24]=[CH:23][C:21]=2[N:22]=1)=[O:17]. The catalyst class is: 52.